Dataset: Catalyst prediction with 721,799 reactions and 888 catalyst types from USPTO. Task: Predict which catalyst facilitates the given reaction. (1) Reactant: [OH:1][C:2]1[C:7]([CH3:8])=[N:6][N:5]([CH2:9][C:10]2[CH:15]=[CH:14][CH:13]=[CH:12][C:11]=2[N+:16]([O-:18])=[O:17])[C:4](=[O:19])[C:3]=1[C:20]([O:22]CC)=O.[H-].[Na+].[N+:27](C1C=CC=CC=1CBr)([O-])=O.Cl.CC[O:41][C:42]([CH3:44])=[O:43]. Product: [OH:1][C:2]1[C:7]([CH3:8])=[N:6][N:5]([CH2:9][C:10]2[CH:15]=[CH:14][CH:13]=[CH:12][C:11]=2[N+:16]([O-:18])=[O:17])[C:4](=[O:19])[C:3]=1[C:20]([NH:27][CH2:44][C:42]([OH:41])=[O:43])=[O:22]. The catalyst class is: 35. (2) Reactant: C(OC([N:8]1[N:17](C(OC(C)(C)C)=O)[CH2:16][C:15]2[C:10](=[CH:11][CH:12]=[CH:13][CH:14]=2)[CH2:9]1)=O)(C)(C)C.O=S(Cl)Cl. Product: [CH2:9]1[C:10]2[C:15](=[CH:14][CH:13]=[CH:12][CH:11]=2)[CH2:16][NH:17][NH:8]1. The catalyst class is: 5. (3) Reactant: [OH:1][C:2]1[C:3]([C:8]([OH:10])=[O:9])=[N:4][CH:5]=[CH:6][CH:7]=1.[C:11](Cl)(=O)C(Cl)=O.CO. Product: [OH:1][C:2]1[C:3]([C:8]([O:10][CH3:11])=[O:9])=[N:4][CH:5]=[CH:6][CH:7]=1. The catalyst class is: 2. (4) Reactant: B(Br)(Br)Br.[Br:5][C:6]1[CH:7]=[CH:8][C:9]([Cl:14])=[C:10]([O:12]C)[CH:11]=1.C(=O)([O-])[O-].[K+].[K+].Cl. Product: [Br:5][C:6]1[CH:7]=[CH:8][C:9]([Cl:14])=[C:10]([OH:12])[CH:11]=1. The catalyst class is: 4. (5) Reactant: [CH2:1]([O:3][C:4](=[O:15])[CH2:5][CH2:6][NH:7][CH:8]1[CH2:12][CH2:11][CH2:10][C:9]1([CH3:14])[CH3:13])[CH3:2].[Cl:16][C:17]1[N:22]=[C:21](Cl)[C:20]([N+:24]([O-:26])=[O:25])=[CH:19][N:18]=1.C(=O)(O)[O-].[K+]. Product: [CH2:1]([O:3][C:4](=[O:15])[CH2:5][CH2:6][N:7]([C:19]1[C:20]([N+:24]([O-:26])=[O:25])=[CH:21][N:22]=[C:17]([Cl:16])[N:18]=1)[CH:8]1[CH2:12][CH2:11][CH2:10][C:9]1([CH3:14])[CH3:13])[CH3:2]. The catalyst class is: 581. (6) Reactant: [H-].[Na+].[CH2:3]([O:10][CH2:11][C:12]([CH3:15])([OH:14])[CH3:13])[C:4]1[CH:9]=[CH:8][CH:7]=[CH:6][CH:5]=1.Br[CH2:17][C:18]#[CH:19]. Product: [CH3:13][C:12]([O:14][CH2:19][C:18]#[CH:17])([CH3:15])[CH2:11][O:10][CH2:3][C:4]1[CH:9]=[CH:8][CH:7]=[CH:6][CH:5]=1. The catalyst class is: 1. (7) The catalyst class is: 13. Reactant: S(C1C=CC(C)=CC=1)(O[C:5]1[C:14]2[C:9](=[CH:10][CH:11]=[CH:12][CH:13]=2)[CH:8]=[CH:7][CH:6]=1)(=O)=O.[C:22]([NH2:30])(=[O:29])[C:23]1[CH:28]=[CH:27][CH:26]=[CH:25][CH:24]=1.CCCCCC. Product: [C:5]1([NH:30][C:22](=[O:29])[C:23]2[CH:28]=[CH:27][CH:26]=[CH:25][CH:24]=2)[C:14]2[C:9](=[CH:10][CH:11]=[CH:12][CH:13]=2)[CH:8]=[CH:7][CH:6]=1. (8) Reactant: [C:1]([O:5][CH:6]([O:8][CH2:9][CH3:10])[CH3:7])(=[O:4])[CH:2]=[CH2:3].[C:11]([O:16][CH2:17][CH:18]1[O:20][CH2:19]1)(=[O:15])[C:12]([CH3:14])=[CH2:13].[C:21]([O:26][CH2:27][C:28]1[CH:33]=[CH:32][CH:31]=[CH:30][CH:29]=1)(=[O:25])[C:22]([CH3:24])=[CH2:23].[CH2:34](C(C)=O)C(C)C. Product: [C:1]([O:5][CH:6]([O:8][CH2:9][CH3:10])[CH3:7])(=[O:4])[CH:2]=[CH2:3].[C:11]([O:16][CH2:17][CH:18]1[O:20][CH2:19]1)(=[O:15])[C:12]([CH3:14])=[CH2:13].[C:21]([O:26][CH2:27][C:28]1[CH:29]=[CH:30][CH:31]=[CH:32][CH:33]=1)(=[O:25])[C:22]([CH3:24])=[CH2:23].[C:11]([O:16][CH:17]([CH3:34])[CH2:18][O:20][CH3:19])(=[O:15])[CH3:12]. The catalyst class is: 194. (9) Reactant: [C:1]([O:5][C:6]([NH:8][CH2:9][C@H:10]1[CH2:15][CH2:14][C@H:13]([C:16]([NH:18][C@@H:19]([CH2:23][C:24]2[CH:29]=[CH:28][C:27]([C:30]3[CH:35]=[CH:34][C:33]([C:36]([O:38][CH3:39])=[O:37])=[CH:32][C:31]=3[CH3:40])=[CH:26][CH:25]=2)[C:20](O)=[O:21])=[O:17])[CH2:12][CH2:11]1)=[O:7])([CH3:4])([CH3:3])[CH3:2].Cl.[NH2:42][C:43]1[CH:48]=[CH:47][C:46]([C:49]2[NH:53][N:52]=[C:51]([C:54]([F:62])([F:61])[C:55]([F:60])([F:59])[C:56]([OH:58])=[O:57])[N:50]=2)=[CH:45][CH:44]=1.C(N(CC)C(C)C)(C)C.F[P-](F)(F)(F)(F)F.CN(C(ON1C2=NC=CC=C2N=N1)=[N+](C)C)C. Product: [C:1]([O:5][C:6]([NH:8][CH2:9][C@H:10]1[CH2:11][CH2:12][C@H:13]([C:16]([NH:18][C@@H:19]([CH2:23][C:24]2[CH:29]=[CH:28][C:27]([C:30]3[CH:35]=[CH:34][C:33]([C:36]([O:38][CH3:39])=[O:37])=[CH:32][C:31]=3[CH3:40])=[CH:26][CH:25]=2)[C:20]([NH:42][C:43]2[CH:44]=[CH:45][C:46]([C:49]3[NH:53][N:52]=[C:51]([C:54]([F:62])([F:61])[C:55]([F:60])([F:59])[C:56]([OH:58])=[O:57])[N:50]=3)=[CH:47][CH:48]=2)=[O:21])=[O:17])[CH2:14][CH2:15]1)=[O:7])([CH3:3])([CH3:2])[CH3:4]. The catalyst class is: 9. (10) Reactant: [Cl:1][C:2]1[C:9]([Cl:10])=[CH:8][CH:7]=[C:6]([N+:11]([O-:13])=[O:12])[C:3]=1[CH:4]=[O:5].[BH4-].[Na+].[Cl-].[NH4+]. Product: [Cl:1][C:2]1[C:9]([Cl:10])=[CH:8][CH:7]=[C:6]([N+:11]([O-:13])=[O:12])[C:3]=1[CH2:4][OH:5]. The catalyst class is: 5.